This data is from Reaction yield outcomes from USPTO patents with 853,638 reactions. The task is: Predict the reaction yield, written as a fraction of the theoretical maximum amount of product (1.0 means a 100% yield; for example, 0.34 means a 34% yield). (1) The reactants are [CH3:1][CH2:2][Mg+].[Br-].Br[C:6]1[CH:15]=[C:14]([CH3:16])[CH:13]=[CH:12][C:7]=1[C:8]([O:10][CH3:11])=[O:9]. The product is [CH2:1]([C:6]1[CH:15]=[C:14]([CH3:16])[CH:13]=[CH:12][C:7]=1[C:8]([O:10][CH3:11])=[O:9])[CH3:2]. The catalyst is C1COCC1.[Zn+2].[Br-].[Br-].C1C=CC(P(C2C=CC=CC=2)[C-]2C=CC=C2)=CC=1.C1C=CC(P(C2C=CC=CC=2)[C-]2C=CC=C2)=CC=1.Cl[Pd]Cl.[Fe+2]. The yield is 0.720. (2) The reactants are Cl[C:2](=[N:10][N:11]=[C:12](Cl)[C:13]1[CH:18]=[CH:17][CH:16]=[CH:15][CH:14]=1)[C:3]1[CH:8]=[CH:7][CH:6]=[CH:5][C:4]=1[CH3:9].[CH3:20][C:21]1[CH:27]=[CH:26][CH:25]=[C:24]([CH3:28])[C:22]=1[NH2:23].CN(C)C1C=CC=CC=1.Cl. The catalyst is ClCCl. The product is [CH3:9][C:4]1[CH:5]=[CH:6][CH:7]=[CH:8][C:3]=1[C:2]1[N:23]([C:22]2[C:24]([CH3:28])=[CH:25][CH:26]=[CH:27][C:21]=2[CH3:20])[C:12]([C:13]2[CH:18]=[CH:17][CH:16]=[CH:15][CH:14]=2)=[N:11][N:10]=1. The yield is 0.310. (3) The reactants are [CH3:1][C:2]1[C:6]([CH2:7][N:8]2[CH:12]=[C:11]([N:13]3[C:17](=[O:18])[CH2:16][NH:15][C:14]3=[O:19])[CH:10]=[N:9]2)=[C:5]([CH3:20])[O:4][N:3]=1.[CH3:21][O:22][C:23]1[CH:24]=[C:25]([CH:29]=[CH:30][CH:31]=1)[CH2:26][CH2:27]Br. No catalyst specified. The product is [CH3:1][C:2]1[C:6]([CH2:7][N:8]2[CH:12]=[C:11]([N:13]3[C:17](=[O:18])[CH2:16][N:15]([CH2:27][CH2:26][C:25]4[CH:29]=[CH:30][CH:31]=[C:23]([O:22][CH3:21])[CH:24]=4)[C:14]3=[O:19])[CH:10]=[N:9]2)=[C:5]([CH3:20])[O:4][N:3]=1. The yield is 0.340.